Dataset: Ames mutagenicity test results for genotoxicity prediction. Task: Regression/Classification. Given a drug SMILES string, predict its toxicity properties. Task type varies by dataset: regression for continuous values (e.g., LD50, hERG inhibition percentage) or binary classification for toxic/non-toxic outcomes (e.g., AMES mutagenicity, cardiotoxicity, hepatotoxicity). Dataset: ames. (1) The drug is CC(CCl)OP(=O)(OC(C)CCl)OC(C)CCl. The result is 0 (non-mutagenic). (2) The compound is CN(C)C1CCCCC1. The result is 0 (non-mutagenic). (3) The drug is COc1ccc([N+](=O)[O-])ccc1=O. The result is 1 (mutagenic). (4) The molecule is ClC(Cl)=C(Cl)/C(Cl)=C(\Cl)SCc1ccccc1. The result is 1 (mutagenic).